From a dataset of Reaction yield outcomes from USPTO patents with 853,638 reactions. Predict the reaction yield, written as a fraction of the theoretical maximum amount of product (1.0 means a 100% yield; for example, 0.34 means a 34% yield). The reactants are [C:1]([O:9][CH3:10])(=O)[C:2]1[CH:7]=[CH:6][CH:5]=[CH:4][CH:3]=1.[NH2:11][C@H:12](CO)[CH:13]([CH3:15])[CH3:14]. The catalyst is [Zn].ClC1C=CC=CC=1. The product is [CH:13]([C@H:12]1[CH2:10][O:9][C:1]([C:2]2[CH:7]=[CH:6][CH:5]=[CH:4][CH:3]=2)=[N:11]1)([CH3:15])[CH3:14]. The yield is 0.860.